This data is from Forward reaction prediction with 1.9M reactions from USPTO patents (1976-2016). The task is: Predict the product of the given reaction. (1) Given the reactants C([N:8]1[CH2:35][C:10]2([CH2:15][N:14]3[N:16]=[C:17]([C:22]4[CH:27]=[CH:26][C:25]([O:28][C:29]5[CH:34]=[CH:33][CH:32]=[CH:31][CH:30]=5)=[CH:24][CH:23]=4)[C:18]([C:19]([NH2:21])=[O:20])=[C:13]3[NH:12][CH2:11]2)[CH2:9]1)C1C=CC=CC=1, predict the reaction product. The product is: [O:28]([C:25]1[CH:24]=[CH:23][C:22]([C:17]2[C:18]([C:19]([NH2:21])=[O:20])=[C:13]3[NH:12][CH2:11][C:10]4([CH2:9][NH:8][CH2:35]4)[CH2:15][N:14]3[N:16]=2)=[CH:27][CH:26]=1)[C:29]1[CH:34]=[CH:33][CH:32]=[CH:31][CH:30]=1. (2) The product is: [Br:23][C:24]1[CH:29]=[C:28]([CH2:30][C:32]2[CH:33]=[CH:34][C:35]([CH2:38][CH3:39])=[CH:36][CH:37]=2)[C:27]([Cl:40])=[CH:26][C:25]=1[O:41][C:42](=[CH2:43])[CH3:2]. Given the reactants Br[C:2]1C(OCC=C)=CC(Cl)=C(C(C2C=CC(OC)=CC=2)O)C=1.[Br:23][C:24]1[C:25]([O:41][CH2:42][CH:43]=C)=[CH:26][C:27]([Cl:40])=[C:28]([CH:30]([C:32]2[CH:37]=[CH:36][C:35]([CH2:38][CH3:39])=[CH:34][CH:33]=2)O)[CH:29]=1, predict the reaction product. (3) Given the reactants [S:1]1[CH:5]=[CH:4][CH:3]=[C:2]1[CH2:6][C:7]#[N:8].Br[CH2:10][CH:11]([O:14][CH2:15][O:16][CH3:17])[CH2:12]Br.[H-].[Na+], predict the reaction product. The product is: [CH3:17][O:16][CH2:15][O:14][CH:11]1[CH2:12][C:6]([C:2]2[S:1][CH:5]=[CH:4][CH:3]=2)([C:7]#[N:8])[CH2:10]1.